Dataset: Catalyst prediction with 721,799 reactions and 888 catalyst types from USPTO. Task: Predict which catalyst facilitates the given reaction. (1) Reactant: [Br:1][C:2]1[CH:10]=[C:9]([F:11])[C:5]([C:6](O)=[O:7])=[C:4]([F:12])[CH:3]=1. Product: [Br:1][C:2]1[CH:3]=[C:4]([F:12])[C:5]([CH2:6][OH:7])=[C:9]([F:11])[CH:10]=1. The catalyst class is: 1. (2) Reactant: [OH:1][C:2]1[CH:9]=[CH:8][C:5]([CH2:6][NH2:7])=[CH:4][CH:3]=1.Cl.OC1C=CC(CN)=CC=1.[CH:20]1[N:25]=[C:24](Cl)[C:23]2[N:27]=[CH:28][N:29]([C@@H:30]3[O:34][C@H:33]([CH2:35][OH:36])[C@@H:32]([OH:37])[C@H:31]3[OH:38])[C:22]=2[N:21]=1.C(N(CC)C(C)C)(C)C. Product: [OH:1][C:2]1[CH:9]=[CH:8][C:5]([CH2:6][NH:7][C:24]2[C:23]3[N:27]=[CH:28][N:29]([C:22]=3[N:21]=[CH:20][N:25]=2)[C@@H:30]2[O:34][C@H:33]([CH2:35][OH:36])[C@@H:32]([OH:37])[C@H:31]2[OH:38])=[CH:4][CH:3]=1. The catalyst class is: 259. (3) Reactant: [CH:1]1([CH:7]([C:18]2[S:19][C:20]([C:24]3[CH:29]=[CH:28][CH:27]=[CH:26][CH:25]=3)=[CH:21][C:22]=2[CH3:23])[O:8][C:9]2[CH:17]=[CH:16][C:12]([C:13](O)=[O:14])=[CH:11][CH:10]=2)[CH2:6][CH2:5][CH2:4][CH2:3][CH2:2]1.[CH3:30][NH:31][CH2:32][CH2:33][C:34]([O:36]CC)=[O:35].Cl.C(N=C=NCCCN(C)C)C.O.OC1C2N=NNC=2C=CC=1. Product: [CH:1]1([CH:7]([C:18]2[S:19][C:20]([C:24]3[CH:29]=[CH:28][CH:27]=[CH:26][CH:25]=3)=[CH:21][C:22]=2[CH3:23])[O:8][C:9]2[CH:17]=[CH:16][C:12]([C:13]([N:31]([CH3:30])[CH2:32][CH2:33][C:34]([OH:36])=[O:35])=[O:14])=[CH:11][CH:10]=2)[CH2:2][CH2:3][CH2:4][CH2:5][CH2:6]1. The catalyst class is: 842. (4) Reactant: [CH2:1](CNCCSP(O)(O)=O)[CH2:2]N.[OH:13][CH:14]1[C:19](=[O:20])[CH2:18][CH:17]([C:21]2[CH:26]=[CH:25][N:24]=[CH:23][C:22]=2[N+:27]([O-:29])=[O:28])[O:16][CH:15]1[CH3:30].[BH4-].[Na+]. Product: [CH2:1]([C:14]1([OH:13])[CH:19]([OH:20])[CH2:18][CH:17]([C:21]2[CH:26]=[CH:25][N:24]=[CH:23][C:22]=2[N+:27]([O-:29])=[O:28])[O:16][CH:15]1[CH3:30])[CH3:2]. The catalyst class is: 14. (5) Reactant: [Cl:1][C:2]1[CH:11]=[CH:10][CH:9]=[C:8]2[C:3]=1[CH:4]=[CH:5][CH:6]=[C:7]2[C:12]([OH:14])=O.Cl.C(N=C=NCCCN(C)C)C.O.ON1C2C=CC=CC=2N=N1.[NH2:38][CH:39]([CH2:49][C:50]1[CH:55]=[CH:54][C:53]([C:56]([F:62])([F:61])[C:57]([CH3:60])([CH3:59])[CH3:58])=[CH:52][CH:51]=1)[CH:40]([C:42]1[CH:47]=[CH:46][CH:45]=[C:44]([Cl:48])[CH:43]=1)[OH:41]. Product: [Cl:1][C:2]1[CH:11]=[CH:10][CH:9]=[C:8]2[C:3]=1[CH:4]=[CH:5][CH:6]=[C:7]2[C:12]([NH:38][CH:39]([CH2:49][C:50]1[CH:51]=[CH:52][C:53]([C:56]([F:62])([F:61])[C:57]([CH3:58])([CH3:59])[CH3:60])=[CH:54][CH:55]=1)[CH:40]([C:42]1[CH:47]=[CH:46][CH:45]=[C:44]([Cl:48])[CH:43]=1)[OH:41])=[O:14]. The catalyst class is: 42.